This data is from Catalyst prediction with 721,799 reactions and 888 catalyst types from USPTO. The task is: Predict which catalyst facilitates the given reaction. (1) Reactant: [C:1]([O:5][C:6](=[O:27])[NH:7][C@@H:8]1[C:13](=[O:14])[C@H:12]([CH2:15][C:16]2[CH:21]=[CH:20][C:19]([O:22][CH3:23])=[C:18]([Br:24])[CH:17]=2)[CH2:11][S:10](=[O:26])(=[O:25])[CH2:9]1)([CH3:4])([CH3:3])[CH3:2].[H-].[H-].[H-].[H-].[Li+].[Al+3]. Product: [C:1]([O:5][C:6](=[O:27])[NH:7][C@@H:8]1[C@@H:13]([OH:14])[C@H:12]([CH2:15][C:16]2[CH:21]=[CH:20][C:19]([O:22][CH3:23])=[C:18]([Br:24])[CH:17]=2)[CH2:11][S:10](=[O:26])(=[O:25])[CH2:9]1)([CH3:4])([CH3:2])[CH3:3]. The catalyst class is: 1. (2) Reactant: [Br:1][C:2]1[CH:3]=[C:4]([C:13]([O:15][CH3:16])=[O:14])[CH:5]=[N:6][C:7]=1[CH2:8][NH:9][CH2:10][CH2:11][OH:12].[C:17](O[C:17]([O:19][C:20]([CH3:23])([CH3:22])[CH3:21])=[O:18])([O:19][C:20]([CH3:23])([CH3:22])[CH3:21])=[O:18].CCN(CC)CC. Product: [Br:1][C:2]1[C:7]([CH2:8][N:9]([C:17]([O:19][C:20]([CH3:23])([CH3:22])[CH3:21])=[O:18])[CH2:10][CH2:11][OH:12])=[N:6][CH:5]=[C:4]([CH:3]=1)[C:13]([O:15][CH3:16])=[O:14]. The catalyst class is: 1. (3) Reactant: [CH2:1]([N:8]1[CH2:12][CH2:11][CH:10]([NH:13][C:14]2[CH:19]=[CH:18][C:17]([N:20]([CH3:30])[S:21]([C:24]3[CH:29]=[CH:28][CH:27]=[CH:26][CH:25]=3)(=[O:23])=[O:22])=[CH:16][C:15]=2[N+:31]([O-])=O)[CH2:9]1)[C:2]1[CH:7]=[CH:6][CH:5]=[CH:4][CH:3]=1. Product: [NH2:31][C:15]1[CH:16]=[C:17]([N:20]([CH3:30])[S:21]([C:24]2[CH:29]=[CH:28][CH:27]=[CH:26][CH:25]=2)(=[O:23])=[O:22])[CH:18]=[CH:19][C:14]=1[NH:13][CH:10]1[CH2:11][CH2:12][N:8]([CH2:1][C:2]2[CH:3]=[CH:4][CH:5]=[CH:6][CH:7]=2)[CH2:9]1. The catalyst class is: 99.